This data is from Forward reaction prediction with 1.9M reactions from USPTO patents (1976-2016). The task is: Predict the product of the given reaction. (1) Given the reactants I[C:2]1[CH:3]=[C:4]([OH:8])[CH:5]=[CH:6][CH:7]=1.O[C:10]1[CH:11]=[C:12]([C:16]#[CH:17])[CH:13]=[CH:14][CH:15]=1, predict the reaction product. The product is: [C:12]1([C:16]#[C:17][C:2]2[CH:3]=[C:4]([OH:8])[CH:5]=[CH:6][CH:7]=2)[CH:13]=[CH:14][CH:15]=[CH:10][CH:11]=1. (2) Given the reactants [F:1][C:2]1[CH:3]=[C:4]([CH2:16][C:17]([O:19][CH3:20])=[O:18])[CH:5]=[CH:6][C:7]=1OS(C(F)(F)F)(=O)=O.[OH:21][C:22]1[CH:23]=[C:24](B(O)O)[CH:25]=[CH:26][CH:27]=1, predict the reaction product. The product is: [F:1][C:2]1[CH:3]=[C:4]([CH2:16][C:17]([O:19][CH3:20])=[O:18])[CH:5]=[CH:6][C:7]=1[C:26]1[CH:25]=[CH:24][CH:23]=[C:22]([OH:21])[CH:27]=1.